This data is from Catalyst prediction with 721,799 reactions and 888 catalyst types from USPTO. The task is: Predict which catalyst facilitates the given reaction. (1) Reactant: [CH3:1][O:2][C:3]([C:5]1[C:6]2[C:7](=[O:17])[CH:8](Br)[CH2:9][O:10][C:11]=2[C:12]([F:15])=[CH:13][CH:14]=1)=[O:4].[N-:18]=[N+]=[N-].[Na+]. Product: [CH3:1][O:2][C:3]([C:5]1[C:6]2[C:7](=[O:17])[C:8]([NH2:18])=[CH:9][O:10][C:11]=2[C:12]([F:15])=[CH:13][CH:14]=1)=[O:4]. The catalyst class is: 3. (2) Reactant: C1C=CC(P(C2C(C3C(P(C4C=CC=CC=4)C4C=CC=CC=4)=CC=C4C=3C=CC=C4)=C3C(C=CC=C3)=CC=2)C2C=CC=CC=2)=CC=1.[Br:47][C:48]1[CH:49]=[C:50]2[C:54](=[CH:55][C:56]=1Br)[C:53]([CH3:59])([CH3:58])[CH2:52][C:51]2([CH3:61])[CH3:60].C(=[NH:75])(C1C=CC=CC=1)C1C=CC=CC=1.CC(C)([O-])C.[Na+]. Product: [Br:47][C:48]1[CH:49]=[C:50]2[C:54]([C:53]([CH3:59])([CH3:58])[CH2:52][C:51]2([CH3:61])[CH3:60])=[CH:55][C:56]=1[NH2:75]. The catalyst class is: 706. (3) Reactant: C([O:8][CH2:9][CH2:10][C@H:11]1[CH2:16][CH2:15][C@H:14]([C@H:17]2[CH2:21][CH2:20][CH2:19][N:18]2[C:22]2[C:31]([CH2:32][N:33]([C:49]3[N:50]=[N:51][N:52]([CH3:54])[N:53]=3)[CH2:34][C:35]3[CH:40]=[C:39]([C:41]([F:44])([F:43])[F:42])[CH:38]=[C:37]([C:45]([F:48])([F:47])[F:46])[CH:36]=3)=[CH:30][C:29]3[C:24](=[CH:25][C:26]([F:56])=[C:27]([F:55])[CH:28]=3)[N:23]=2)[CH2:13][CH2:12]1)C1C=CC=CC=1.B(Br)(Br)Br. Product: [F:43][C:41]([F:42])([F:44])[C:39]1[CH:40]=[C:35]([CH:36]=[C:37]([C:45]([F:46])([F:47])[F:48])[CH:38]=1)[CH2:34][N:33]([CH2:32][C:31]1[C:22]([N:18]2[CH2:19][CH2:20][CH2:21][C@@H:17]2[C@H:14]2[CH2:13][CH2:12][C@H:11]([CH2:10][CH2:9][OH:8])[CH2:16][CH2:15]2)=[N:23][C:24]2[C:29]([CH:30]=1)=[CH:28][C:27]([F:55])=[C:26]([F:56])[CH:25]=2)[C:49]1[N:50]=[N:51][N:52]([CH3:54])[N:53]=1. The catalyst class is: 2.